This data is from Experimentally validated miRNA-target interactions with 360,000+ pairs, plus equal number of negative samples. The task is: Binary Classification. Given a miRNA mature sequence and a target amino acid sequence, predict their likelihood of interaction. (1) The miRNA is hsa-miR-615-3p with sequence UCCGAGCCUGGGUCUCCCUCUU. The protein sequence of the target gene is MADKMDMSLDDIIKLNRSQRGGRGGGRGRGRAGSQGGRGGGAQAAARVNRGGGPIRNRPAIARGAAGGGGRNRPAPYSRPKQLPDKWQHDLFDSGFGGGAGVETGGKLLVSNLDFGVSDADIQELFAEFGTLKKAAVHYDRSGRSLGTADVHFERKADALKAMKQYNGVPLDGRPMNIQLVTSQIDAQRRPAQSVNRGGMTRNRGAGGFGGGGGTRRGTRGGARGRGRGAGRNSKQQLSAEELDAQLDAYNARMDTS. Result: 1 (interaction). (2) The miRNA is hsa-miR-7856-5p with sequence UUUUAAGGACACUGAGGGAUC. The protein sequence of the target gene is MAEPVGKRGRWSGGSGAGRGGRGGWGGRGRRPRAQRSPSRGTLDVVSVDLVTDSDEEILEVATARGAADEVEVEPPEPPGPVASRDNSNSDSEGEDRRPAGPPREPVRRRRRLVLDPGEAPLVPVYSGKVKSSLRLIPDDLSLLKLYPPGDEEEAELADSSGLYHEGSPSPGSPWKTKLRTKDKEEKKKTEFLDLDNSPLSPPSPRTKSRTHTRALKKLSEVNKRLQDLRSCLSPKPPQGQEQQGQEDEVVLVEGPTLPETPRLFPLKIRCRADLVRLPLRMSEPLQSVVDHMATHLGVS.... Result: 1 (interaction). (3) The miRNA is hsa-miR-6756-5p with sequence AGGGUGGGGCUGGAGGUGGGGCU. The protein sequence of the target gene is MAKTAMAYKEKMKELSMLSLICSCFYPEPRNINIYTYDDMEVKQINKRASGQAFELILKPPSPISEAPRTLASPKKKDLSLEEIQKKLEAAEERRKSQEAQVLKQLAEKREHEREVLQKALEENNNFSKMAEEKLILKMEQIKENREANLAAIIERLQEKERHAAEVRRNKELQVELSG. Result: 0 (no interaction). (4) The miRNA is hsa-miR-6777-3p with sequence UCCACUCUCCUGGCCCCCAG. The protein sequence of the target gene is MAELSEPEGPVDWKERCVALESQLMKFRVQASKIRELLAEKMQQLERQVIDAERQAEKAFQQVQVMEDKLKAANIQTSESETRLYNKCQDLESLIQEKDDVIQNLELQLEEQKQIRIQEAKIIEEKAAKIKEWVTVKLNELELENQNLRLINQNQTEEIRTMQSKLQEVQGKKSSTVSTLKLSEGQRLSSLTFGCFLSRARSPPQVVKSEEMSKISSKEPEFTEGKDMEEMEIPEKSVDNQVLENNRGQRTLHQTPCGSEQNRKTRTSFATDGGISQNSGAPVSDWSSDEEDGSKGRSKS.... Result: 1 (interaction). (5) The miRNA is hsa-miR-2467-3p with sequence AGCAGAGGCAGAGAGGCUCAGG. The protein sequence of the target gene is MQLCARAWGLRLGRGAGGGHRLARGTGLSWAQRSRDSSGGGGGGGGGDRGAAGASRLLERLLPRHDDFSRRHIGPGDKDRREMLQALGLASIDELIEKTVPASIRLKRPLKMEDPICENEILETLHAIASKNQIWRSYIGMGYYNCSVPQTILRNLLENSGWVTQYTPYQPEVSQGRLESLLNYQTMVSDITGLDMANASLLDEATAAAEAMQLCHRHNKRKKFFVDPRCHPQTIAVVQTRAKYRGVLVELKLPHEMDFSGKDVCGVLFQYPDTEGKVEDFTELVDRAHQTGSLTCCATD.... Result: 0 (no interaction). (6) The miRNA is hsa-miR-1324 with sequence CCAGACAGAAUUCUAUGCACUUUC. The protein sequence of the target gene is MAGSGCAWGAEPPRFLEAFGRLWQVQSRLGSGSSASVYRVRCCGNPGSPPGALKQFLPPGTTGAAASAAEYGFRKERAALEQLQGHRNIVTLYGVFTIHFSPNVPSRCLLLELLDVSVSELLLYSSHQGCSMWMIQHCARDVLEALAFLHHEGYVHADLKPRNILWSAENECFKLIDFGLSFKEGNQDVKYIQTDGYRAPEAELQNCLAQAGLQSDTECTSAVDLWSLGIILLEMFSGMKLKHTVRSQEWKANSSAIIDHIFASKAVVNAAIPAYHLRDLIKSMLHDDPSRRIPAEMALC.... Result: 1 (interaction).